From a dataset of Catalyst prediction with 721,799 reactions and 888 catalyst types from USPTO. Predict which catalyst facilitates the given reaction. (1) Reactant: [F:1][C:2]1[CH:7]=[CH:6][C:5]([NH:8][NH2:9])=[CH:4][CH:3]=1.[F:10][C:11]1[CH:18]=[CH:17][C:16]([O:19][CH3:20])=[CH:15][C:12]=1[CH:13]=O.C(=O)([O-])[O-].[Cs+].[Cs+].O. Product: [F:10][C:11]1[CH:18]=[CH:17][C:16]([O:19][CH3:20])=[CH:15][C:12]=1[CH:13]=[N:9][NH:8][C:5]1[CH:6]=[CH:7][C:2]([F:1])=[CH:3][CH:4]=1. The catalyst class is: 3. (2) Reactant: O[Li].O.O.[Cl:5][C:6]1[CH:7]=[C:8]2[C:13](=[C:14]([Cl:16])[CH:15]=1)[O:12][CH2:11][CH2:10][C:9]2([C:18]([O:20]C)=[O:19])[OH:17]. Product: [Cl:5][C:6]1[CH:7]=[C:8]2[C:13](=[C:14]([Cl:16])[CH:15]=1)[O:12][CH2:11][CH2:10][C:9]2([C:18]([OH:20])=[O:19])[OH:17]. The catalyst class is: 1. (3) Reactant: [CH:1]([C:4]1[CH:9]=[CH:8][C:7]([C:10]2([CH3:23])[C:14]3[C:15]([CH3:21])=[CH:16][C:17]([CH3:20])=[C:18]([CH3:19])[C:13]=3[O:12][C:11]2=[O:22])=[CH:6][CH:5]=1)([CH3:3])[CH3:2]. Product: [OH:22][CH2:11][C:10]([C:14]1[C:15]([CH3:21])=[CH:16][C:17]([CH3:20])=[C:18]([CH3:19])[C:13]=1[OH:12])([C:7]1[CH:6]=[CH:5][C:4]([CH:1]([CH3:3])[CH3:2])=[CH:9][CH:8]=1)[CH3:23]. The catalyst class is: 175. (4) Reactant: [Li+].C[Si]([N-][Si](C)(C)C)(C)C.F[C:12]1[C:17]([C:18]2[N:23]=[C:22]([CH3:24])[N:21]=[C:20]([N:25]([CH2:35][C:36]3[CH:41]=[CH:40][C:39]([O:42][CH3:43])=[CH:38][CH:37]=3)[CH2:26][C:27]3[CH:32]=[CH:31][C:30]([O:33][CH3:34])=[CH:29][CH:28]=3)[N:19]=2)=[CH:16][C:15]([CH2:44][N:45]2[CH2:50][CH2:49][N:48]([S:51]([CH3:54])(=[O:53])=[O:52])[CH2:47][CH2:46]2)=[CH:14][N:13]=1.[NH2:55][C:56]1[CH:57]=[CH:58][C:59]([NH:62][C:63](=[O:69])[O:64][C:65]([CH3:68])([CH3:67])[CH3:66])=[N:60][CH:61]=1. Product: [CH3:34][O:33][C:30]1[CH:31]=[CH:32][C:27]([CH2:26][N:25]([CH2:35][C:36]2[CH:41]=[CH:40][C:39]([O:42][CH3:43])=[CH:38][CH:37]=2)[C:20]2[N:21]=[C:22]([CH3:24])[N:23]=[C:18]([C:17]3[C:12]([NH:55][C:56]4[CH:57]=[CH:58][C:59]([NH:62][C:63](=[O:69])[O:64][C:65]([CH3:67])([CH3:66])[CH3:68])=[N:60][CH:61]=4)=[N:13][CH:14]=[C:15]([CH2:44][N:45]4[CH2:50][CH2:49][N:48]([S:51]([CH3:54])(=[O:53])=[O:52])[CH2:47][CH2:46]4)[CH:16]=3)[N:19]=2)=[CH:28][CH:29]=1. The catalyst class is: 1. (5) Reactant: [C:1]([O:5][C:6]([NH:8][C@@H:9]1[CH2:11][C@H:10]1[C:12]1[CH:20]=[CH:19][C:15]([C:16]([OH:18])=O)=[CH:14][CH:13]=1)=[O:7])([CH3:4])([CH3:3])[CH3:2].[CH3:21][N:22]1[CH:26]=[C:25]([NH2:27])[CH:24]=[N:23]1.F[P-](F)(F)(F)(F)F.N1(OC(N(C)C)=[N+](C)C)C2N=CC=CC=2N=N1.C(N(CC)CC)C. Product: [CH3:21][N:22]1[CH:26]=[C:25]([NH:27][C:16]([C:15]2[CH:14]=[CH:13][C:12]([C@@H:10]3[CH2:11][C@H:9]3[NH:8][C:6](=[O:7])[O:5][C:1]([CH3:2])([CH3:3])[CH3:4])=[CH:20][CH:19]=2)=[O:18])[CH:24]=[N:23]1. The catalyst class is: 18. (6) Reactant: C(O[CH:4]=[CH:5][C:6]([O:8][CH2:9][CH3:10])=[O:7])C.BrN1C(=O)CCC1=O.[NH:19]1[C:27]2[C:22](=[CH:23][CH:24]=[CH:25][CH:26]=2)[C:21](/[CH:28]=[CH:29]/[C:30]2[CH:35]=[CH:34][CH:33]=[CH:32][C:31]=2[NH:36][C:37]([NH2:39])=[S:38])=[N:20]1.N. Product: [CH2:9]([O:8][C:6]([C:5]1[S:38][C:37]([NH:36][C:31]2[CH:32]=[CH:33][CH:34]=[CH:35][C:30]=2/[CH:29]=[CH:28]/[C:21]2[C:22]3[C:27](=[CH:26][CH:25]=[CH:24][CH:23]=3)[NH:19][N:20]=2)=[N:39][CH:4]=1)=[O:7])[CH3:10]. The catalyst class is: 38. (7) Reactant: [N:1]1[C:2]2[N:3]([C:14]3[CH:20]=[CH:19][CH:18]=[CH:17][C:15]=3[N:16]=2)[CH:4]=[CH:5][C:6]=1[C:7]1[CH:8]=[CH:9][C:10]([OH:13])=[N:11][CH:12]=1.CC1C=CC(S(O[CH2:32][CH2:33][CH2:34][F:35])(=O)=O)=CC=1.C([O-])([O-])=O.[Cs+].[Cs+]. Product: [F:35][CH2:34][CH2:33][CH2:32][O:13][C:10]1[N:11]=[CH:12][C:7]([C:6]2[CH:5]=[CH:4][N:3]3[C:14]4[CH:20]=[CH:19][CH:18]=[CH:17][C:15]=4[N:16]=[C:2]3[N:1]=2)=[CH:8][CH:9]=1. The catalyst class is: 296. (8) Reactant: Br[C:2]1[C:8]([N+:9]([O-:11])=[O:10])=[CH:7][C:5]([NH2:6])=[C:4]([O:12][CH3:13])[CH:3]=1.[CH3:14][N:15]1[CH:19]=[C:18](B(O)O)[CH:17]=[N:16]1.[C:23]([O-])([O-])=[O:24].[Na+].[Na+]. Product: [CH3:13][O:12][C:4]1[CH:3]=[C:2]([C:18]2[CH:17]=[N:16][N:15]([CH3:14])[CH:19]=2)[C:8]([N+:9]([O-:11])=[O:10])=[CH:7][C:5]=1[NH:6][CH:23]=[O:24]. The catalyst class is: 439.